From a dataset of Forward reaction prediction with 1.9M reactions from USPTO patents (1976-2016). Predict the product of the given reaction. (1) Given the reactants [F:1][C:2]1[CH:3]=[C:4]([CH:25]=[CH:26][C:27]=1[N+:28]([O-])=O)[C:5]([NH:7][C@H:8]([C:18]([O:20][C:21]([CH3:24])([CH3:23])[CH3:22])=[O:19])[CH2:9][CH2:10][C:11]([O:13][C:14]([CH3:17])([CH3:16])[CH3:15])=[O:12])=[O:6], predict the reaction product. The product is: [F:1][C:2]1[CH:3]=[C:4]([CH:25]=[CH:26][C:27]=1[NH2:28])[C:5]([NH:7][C@H:8]([C:18]([O:20][C:21]([CH3:23])([CH3:22])[CH3:24])=[O:19])[CH2:9][CH2:10][C:11]([O:13][C:14]([CH3:15])([CH3:16])[CH3:17])=[O:12])=[O:6]. (2) Given the reactants [NH2:1][C:2]1[CH:23]=[CH:22][C:5]([CH2:6][NH:7][CH:8]=[C:9]2[C:18]3[C:13](=[CH:14][CH:15]=[C:16]([I:19])[CH:17]=3)[C:12](=[O:20])[NH:11][C:10]2=[O:21])=[CH:4][C:3]=1[OH:24].C(N(CC)CC)C.[CH3:32][N:33]([CH2:35][C:36](O)=[O:37])[CH3:34].Cl.CN(C)CCCN=C=NCC.ON1C2C=CC=CC=2N=N1, predict the reaction product. The product is: [OH:24][C:3]1[CH:4]=[C:5]([CH2:6][NH:7]/[CH:8]=[C:9]2\[C:10](=[O:21])[NH:11][C:12](=[O:20])[C:13]3[C:18]\2=[CH:17][C:16]([I:19])=[CH:15][CH:14]=3)[CH:22]=[CH:23][C:2]=1[NH:1][C:36](=[O:37])[CH2:35][N:33]([CH3:34])[CH3:32]. (3) Given the reactants [Br:1][C:2]1[N:7]=[C:6]([CH2:8][OH:9])[CH:5]=[CH:4][CH:3]=1.[CH3:10][N:11]=[C:12]=[O:13].[H-].[Na+].[NH4+].[Cl-], predict the reaction product. The product is: [CH3:10][NH:11][C:12](=[O:13])[O:9][CH2:8][C:6]1[CH:5]=[CH:4][CH:3]=[C:2]([Br:1])[N:7]=1. (4) Given the reactants Br[C:2]1[CH:7]=[CH:6][C:5]([Cl:8])=[CH:4][CH:3]=1.[O:9]1[C:13]2([CH2:18][CH2:17][C:16](=[O:19])[CH2:15][CH2:14]2)[O:12][CH2:11][CH2:10]1, predict the reaction product. The product is: [Cl:8][C:5]1[CH:6]=[CH:7][C:2]([C:16]2([OH:19])[CH2:17][CH2:18][C:13]3([O:12][CH2:11][CH2:10][O:9]3)[CH2:14][CH2:15]2)=[CH:3][CH:4]=1. (5) Given the reactants [CH3:1][C:2]1[N:7]2[C:8](=[O:31])[C:9]([C:25]3[CH:30]=[CH:29][CH:28]=[CH:27][CH:26]=3)=[C:10]([CH:12]([N:14]3C(=O)C4C(=CC=CC=4)C3=O)[CH3:13])[N:11]=[C:6]2[CH:5]=[CH:4][CH:3]=1.O.NN, predict the reaction product. The product is: [NH2:14][CH:12]([C:10]1[N:11]=[C:6]2[CH:5]=[CH:4][CH:3]=[C:2]([CH3:1])[N:7]2[C:8](=[O:31])[C:9]=1[C:25]1[CH:30]=[CH:29][CH:28]=[CH:27][CH:26]=1)[CH3:13]. (6) The product is: [NH:1]1[C:9]2[C:4](=[C:5]([C:10]3[CH:11]=[C:12]([NH2:25])[C:13]4[C:17]([CH:18]=3)=[N:16][N:15]([CH:19]3[CH2:24][CH2:23][CH2:22][CH2:21][O:20]3)[CH:14]=4)[CH:6]=[CH:7][CH:8]=2)[CH:3]=[CH:2]1. Given the reactants [NH:1]1[C:9]2[C:4](=[C:5]([C:10]3[CH:11]=[C:12]([N+:25]([O-])=O)[C:13]4[C:17]([CH:18]=3)=[N:16][N:15]([CH:19]3[CH2:24][CH2:23][CH2:22][CH2:21][O:20]3)[CH:14]=4)[CH:6]=[CH:7][CH:8]=2)[CH:3]=[CH:2]1.[H][H], predict the reaction product. (7) Given the reactants Br[C:2]1[CH:3]=[C:4]([C:10]2[S:11][C:12]3[CH2:17][CH2:16][C:15](=[O:18])[NH:14][C:13]=3[N:19]=2)[C:5]([O:8][CH3:9])=[N:6][CH:7]=1.[F:20][C:21]1[CH:26]=[CH:25][C:24]([C:27]2[O:28][C:29]3[CH:39]=[C:38]([N:40]([CH3:45])[S:41]([CH3:44])(=[O:43])=[O:42])[C:37](B4OC(C)(C)C(C)(C)O4)=[CH:36][C:30]=3[C:31]=2[C:32]([NH:34][CH3:35])=[O:33])=[CH:23][CH:22]=1, predict the reaction product. The product is: [F:20][C:21]1[CH:26]=[CH:25][C:24]([C:27]2[O:28][C:29]3[CH:39]=[C:38]([N:40]([CH3:45])[S:41]([CH3:44])(=[O:42])=[O:43])[C:37]([C:2]4[CH:7]=[N:6][C:5]([O:8][CH3:9])=[C:4]([C:10]5[S:11][C:12]6[CH2:17][CH2:16][C:15](=[O:18])[NH:14][C:13]=6[N:19]=5)[CH:3]=4)=[CH:36][C:30]=3[C:31]=2[C:32]([NH:34][CH3:35])=[O:33])=[CH:23][CH:22]=1.